Dataset: Reaction yield outcomes from USPTO patents with 853,638 reactions. Task: Predict the reaction yield, written as a fraction of the theoretical maximum amount of product (1.0 means a 100% yield; for example, 0.34 means a 34% yield). (1) The reactants are O1CCCC1.Br[C:7]1[C:8](=[O:35])[N:9]([C:22]2[CH:27]=[CH:26][C:25]([O:28][CH:29]3[CH2:34][CH2:33][CH2:32][CH2:31][O:30]3)=[CH:24][CH:23]=2)[N:10]=[CH:11][C:12]=1[O:13][CH2:14][C:15]1[CH:20]=[CH:19][C:18]([F:21])=[CH:17][CH:16]=1.CCCCCC.C([Li])CCC.CO. The catalyst is C(OCC)(=O)C. The product is [F:21][C:18]1[CH:17]=[CH:16][C:15]([CH2:14][O:13][C:12]2[CH:11]=[N:10][N:9]([C:22]3[CH:23]=[CH:24][C:25]([O:28][CH:29]4[CH2:34][CH2:33][CH2:32][CH2:31][O:30]4)=[CH:26][CH:27]=3)[C:8](=[O:35])[CH:7]=2)=[CH:20][CH:19]=1. The yield is 0.653. (2) The reactants are [C:1]([C:3]1[CH:29]=[CH:28][C:6]([CH2:7][C:8]2[C:12]3[C:13](=[O:27])[N:14]([C:21]4[CH:26]=[CH:25][CH:24]=[CH:23][CH:22]=4)[C:15]4[N:16]=[CH:17][CH:18]=[CH:19][C:20]=4[C:11]=3[NH:10][N:9]=2)=[CH:5][CH:4]=1)#N.S(=O)(=O)(O)[OH:31].[OH2:35]. The catalyst is CS(C)=O. The product is [C:1]([C:3]1[CH:4]=[CH:5][C:6]([CH2:7][C:8]2[C:12]3[C:13](=[O:27])[N:14]([C:21]4[CH:22]=[CH:23][CH:24]=[CH:25][CH:26]=4)[C:15]4[N:16]=[CH:17][CH:18]=[CH:19][C:20]=4[C:11]=3[NH:10][N:9]=2)=[CH:28][CH:29]=1)([OH:31])=[O:35]. The yield is 0.560.